The task is: Predict the product of the given reaction.. This data is from Forward reaction prediction with 1.9M reactions from USPTO patents (1976-2016). (1) The product is: [Br:1][C:2]1[C:3]([Cl:17])=[C:4]2[C:9](=[C:10]([CH3:12])[CH:11]=1)[NH:8][C:7]([CH3:14])([CH3:13])[C:6](=[O:15])[C:5]2([CH2:21][CH:20]=[C:19]([CH3:23])[CH3:18])[CH3:16]. Given the reactants [Br:1][C:2]1[C:3]([Cl:17])=[C:4]2[C:9](=[C:10]([CH3:12])[CH:11]=1)[NH:8][C:7]([CH3:14])([CH3:13])[C:6](=[O:15])[CH:5]2[CH3:16].[CH3:18][C:19]([CH3:23])=[CH:20][CH2:21]Br, predict the reaction product. (2) Given the reactants [CH2:1]([NH:3][C:4]([NH:6][C:7]1[N:12]=[CH:11][C:10]([C:13]2[CH:14]=[N:15][CH:16]=[C:17]([C:19]([NH:21][NH2:22])=[O:20])[CH:18]=2)=[C:9]([C:23]2[S:24][CH:25]=[C:26]([C:28]([F:31])([F:30])[F:29])[N:27]=2)[CH:8]=1)=[O:5])[CH3:2].[C:32]([O:36][C:37]([NH:39][C@H:40]([CH:44]([CH3:46])[CH3:45])[C:41](O)=[O:42])=[O:38])([CH3:35])([CH3:34])[CH3:33], predict the reaction product. The product is: [CH2:1]([NH:3][C:4](=[O:5])[NH:6][C:7]1[N:12]=[CH:11][C:10]([C:13]2[CH:14]=[N:15][CH:16]=[C:17]([C:19]([NH:21][NH:22][C:41](=[O:42])[C@H:40]([NH:39][C:37](=[O:38])[O:36][C:32]([CH3:35])([CH3:34])[CH3:33])[CH:44]([CH3:46])[CH3:45])=[O:20])[CH:18]=2)=[C:9]([C:23]2[S:24][CH:25]=[C:26]([C:28]([F:31])([F:30])[F:29])[N:27]=2)[CH:8]=1)[CH3:2]. (3) Given the reactants [NH2:1][C:2]1[CH:6]=[CH:5][NH:4][N:3]=1.C(N(CC)CC)C.[F:14][C:15]1[CH:23]=[CH:22][CH:21]=[C:20]([F:24])[C:16]=1[C:17](Cl)=[O:18], predict the reaction product. The product is: [F:14][C:15]1[CH:23]=[CH:22][CH:21]=[C:20]([F:24])[C:16]=1[C:17]([NH:1][C:2]1[CH:6]=[CH:5][NH:4][N:3]=1)=[O:18].